Dataset: Forward reaction prediction with 1.9M reactions from USPTO patents (1976-2016). Task: Predict the product of the given reaction. Given the reactants C([O:3][C:4](=[O:38])[CH2:5][N:6]1[C:14]2[C:9](=[CH:10][CH:11]=[C:12]([O:15][CH2:16][C:17]3[C:18]([C:34]([F:37])([F:36])[F:35])=[N:19][C:20]([C:23]4[CH:28]=[CH:27][C:26]([O:29][C:30]([F:33])([F:32])[F:31])=[CH:25][CH:24]=4)=[CH:21][CH:22]=3)[CH:13]=2)[CH:8]=[CH:7]1)C.[Li+].[OH-], predict the reaction product. The product is: [F:33][C:30]([F:31])([F:32])[O:29][C:26]1[CH:27]=[CH:28][C:23]([C:20]2[N:19]=[C:18]([C:34]([F:35])([F:36])[F:37])[C:17]([CH2:16][O:15][C:12]3[CH:13]=[C:14]4[C:9]([CH:8]=[CH:7][N:6]4[CH2:5][C:4]([OH:38])=[O:3])=[CH:10][CH:11]=3)=[CH:22][CH:21]=2)=[CH:24][CH:25]=1.